This data is from Reaction yield outcomes from USPTO patents with 853,638 reactions. The task is: Predict the reaction yield, written as a fraction of the theoretical maximum amount of product (1.0 means a 100% yield; for example, 0.34 means a 34% yield). (1) The reactants are [OH-:1].[Na+].[Si]([O:20][CH2:21][C@@H:22]1C[C@H:23]1[CH2:25]C#N)(C(C)(C)C)(C1C=CC=CC=1)C1C=CC=CC=1.[CH3:28][CH2:29][OH:30]. The catalyst is O. The product is [OH:30][CH2:29][C@@H:28]1[CH2:25][C@H:23]1[CH2:22][C:21]([OH:20])=[O:1]. The yield is 1.34. (2) The reactants are [CH2:1]([C:3]1[O:4][C:5]([C:9]([OH:11])=O)=[C:6]([CH3:8])[N:7]=1)[CH3:2].O1CCCC1.C(Cl)(=O)C(Cl)=O.[NH2:23][C:24]1[CH:25]=[C:26]([CH:43]=[CH:44][C:45]=1[CH3:46])[O:27][C:28]1[CH:29]=[CH:30][C:31]2[N:32]([CH:34]=[C:35]([NH:37][C:38]([CH:40]3[CH2:42][CH2:41]3)=[O:39])[N:36]=2)[N:33]=1. The catalyst is CN(C)C=O.CN(C)C(=O)C. The product is [CH:40]1([C:38]([NH:37][C:35]2[N:36]=[C:31]3[CH:30]=[CH:29][C:28]([O:27][C:26]4[CH:43]=[CH:44][C:45]([CH3:46])=[C:24]([NH:23][C:9]([C:5]5[O:4][C:3]([CH2:1][CH3:2])=[N:7][C:6]=5[CH3:8])=[O:11])[CH:25]=4)=[N:33][N:32]3[CH:34]=2)=[O:39])[CH2:41][CH2:42]1. The yield is 0.690. (3) The yield is 0.830. No catalyst specified. The product is [OH:6][NH:5][C:3](=[O:4])[C@:2]([CH3:1])([S:43]([CH3:46])(=[O:45])=[O:44])[CH2:13][CH2:14][N:15]1[CH:20]=[CH:19][C:18]([C:21]2[CH:26]=[CH:25][C:24]([O:27][CH2:28][C@H:29]3[CH2:30][CH2:31][C@H:32]([OH:35])[CH2:33][CH2:34]3)=[CH:23][CH:22]=2)=[CH:17][C:16]1=[O:42]. The reactants are [CH3:1][C@@:2]([S:43]([CH3:46])(=[O:45])=[O:44])([CH2:13][CH2:14][N:15]1[CH:20]=[CH:19][C:18]([C:21]2[CH:26]=[CH:25][C:24]([O:27][CH2:28][C@H:29]3[CH2:34][CH2:33][C@H:32]([O:35]C4CCCCO4)[CH2:31][CH2:30]3)=[CH:23][CH:22]=2)=[CH:17][C:16]1=[O:42])[C:3]([NH:5][O:6]C1CCCCO1)=[O:4].ONC(=O)[C@](C)(S(C)(=O)=O)CCN1C=CC(C2C=CC(OC[C@H]3CC[C@@H](O)CC3)=CC=2)=CC1=O. (4) The reactants are [C:1]1([O:7][P:8]([CH2:17][C:18]([CH3:41])=[CH:19][CH2:20][C:21]2[C:22]([O:34][CH2:35][CH2:36][Si:37]([CH3:40])([CH3:39])[CH3:38])=[C:23]3[C:27](=[C:28]([CH3:32])[C:29]=2[O:30][CH3:31])[CH2:26][O:25][C:24]3=[O:33])(=[O:16])[O:9]C2C=CC=CC=2)[CH:6]=[CH:5][CH:4]=[CH:3][CH:2]=1.[OH-].[Na+].CCOC(C)=O. The catalyst is C1COCC1. The product is [C:1]1([O:7][P:8]([CH2:17][C:18]([CH3:41])=[CH:19][CH2:20][C:21]2[C:22]([O:34][CH2:35][CH2:36][Si:37]([CH3:40])([CH3:38])[CH3:39])=[C:23]3[C:27](=[C:28]([CH3:32])[C:29]=2[O:30][CH3:31])[CH2:26][O:25][C:24]3=[O:33])(=[O:9])[OH:16])[CH:2]=[CH:3][CH:4]=[CH:5][CH:6]=1. The yield is 0.380. (5) The reactants are [F:1][C:2]1[CH:7]=[C:6]([F:8])[CH:5]=[CH:4][C:3]=1[C:9]1[C:18]([N:19]2[CH2:24][CH2:23][CH2:22][CH2:21][C@@H:20]2[CH3:25])=[N:17][C:16]2[C:11](=[CH:12][CH:13]=[C:14]([C:26]([O:28]C)=[O:27])[CH:15]=2)[N:10]=1.[OH-].[Na+]. The catalyst is CO.O. The product is [F:1][C:2]1[CH:7]=[C:6]([F:8])[CH:5]=[CH:4][C:3]=1[C:9]1[C:18]([N:19]2[CH2:24][CH2:23][CH2:22][CH2:21][C@@H:20]2[CH3:25])=[N:17][C:16]2[C:11](=[CH:12][CH:13]=[C:14]([C:26]([OH:28])=[O:27])[CH:15]=2)[N:10]=1. The yield is 0.575. (6) The reactants are [OH:1][CH:2]1[CH2:7][CH2:6][NH:5][CH2:4][CH2:3]1.[Cl:8][C:9]1[CH:10]=[C:11]([C:15]2[O:19][N:18]=[CH:17][C:16]=2[CH2:20][CH2:21][C:22](O)=[O:23])[CH:12]=[CH:13][CH:14]=1.N=C=N. The catalyst is ClCCl. The product is [Cl:8][C:9]1[CH:10]=[C:11]([C:15]2[O:19][N:18]=[CH:17][C:16]=2[CH2:20][CH2:21][C:22]([N:5]2[CH2:6][CH2:7][CH:2]([OH:1])[CH2:3][CH2:4]2)=[O:23])[CH:12]=[CH:13][CH:14]=1. The yield is 0.460. (7) The reactants are C[O:2][C:3](=[O:24])[CH2:4][O:5][C:6]1[CH:11]=[CH:10][C:9]([CH2:12][CH2:13][CH2:14][CH2:15][NH:16][C:17]([O:19][C:20]([CH3:23])([CH3:22])[CH3:21])=[O:18])=[CH:8][CH:7]=1.[OH-].[K+]. The catalyst is CO. The product is [C:20]([O:19][C:17]([NH:16][CH2:15][CH2:14][CH2:13][CH2:12][C:9]1[CH:8]=[CH:7][C:6]([O:5][CH2:4][C:3]([OH:24])=[O:2])=[CH:11][CH:10]=1)=[O:18])([CH3:23])([CH3:21])[CH3:22]. The yield is 0.970.